This data is from Reaction yield outcomes from USPTO patents with 853,638 reactions. The task is: Predict the reaction yield, written as a fraction of the theoretical maximum amount of product (1.0 means a 100% yield; for example, 0.34 means a 34% yield). (1) The reactants are [CH3:1][O:2][C:3](=[O:16])[C:4]1[CH:9]=[C:8]([Cl:10])[CH:7]=[CH:6][C:5]=1[O:11][CH2:12][CH2:13][CH2:14]Br.C([O-])([O-])=O.[K+].[K+].[Cl:23][C:24]1[CH:39]=[CH:38][C:27]([CH2:28][C:29]2([OH:37])[CH2:34][CH2:33][NH:32][CH2:31][C:30]2([CH3:36])[CH3:35])=[CH:26][CH:25]=1. The catalyst is CN(C=O)C.O. The product is [CH3:1][O:2][C:3](=[O:16])[C:4]1[CH:9]=[C:8]([Cl:10])[CH:7]=[CH:6][C:5]=1[O:11][CH2:12][CH2:13][CH2:14][N:32]1[CH2:33][CH2:34][C:29]([CH2:28][C:27]2[CH:26]=[CH:25][C:24]([Cl:23])=[CH:39][CH:38]=2)([OH:37])[C:30]([CH3:36])([CH3:35])[CH2:31]1. The yield is 0.865. (2) The reactants are [CH3:1][O:2][C:3]1[CH:4]=[C:5]2[C:10](=[CH:11][C:12]=1[O:13][CH3:14])[N:9]=[CH:8][N:7]=[C:6]2[O:15][C:16]1[CH:22]=[CH:21][C:19]([NH2:20])=[CH:18][CH:17]=1.Cl[C:24](Cl)([O:26][C:27](=[O:33])OC(Cl)(Cl)Cl)Cl.[C:35]([C:39]1C=[CH:43][CH:42]=[CH:41][C:40]=1O)([CH3:38])([CH3:37])[CH3:36].C(=O)(O)[O-].[Na+]. The catalyst is C(Cl)Cl.C(N(CC)CC)C.C1(C)C=CC=CC=1. The product is [CH3:1][O:2][C:3]1[CH:4]=[C:5]2[C:10](=[CH:11][C:12]=1[O:13][CH3:14])[N:9]=[CH:8][N:7]=[C:6]2[O:15][C:16]1[CH:22]=[CH:21][C:19]([NH:20][C:27](=[O:33])[O:26][C:24]2[CH:43]=[CH:42][CH:41]=[CH:40][C:39]=2[C:35]([CH3:38])([CH3:37])[CH3:36])=[CH:18][CH:17]=1. The yield is 0.800. (3) The reactants are CO[C:3](=[O:25])[C:4]1[CH:9]=[CH:8][C:7]([O:10][CH2:11][C:12]2[C:13]([C:18]3[CH:19]=[C:20]([CH3:24])[CH:21]=[CH:22][CH:23]=3)=[N:14][O:15][C:16]=2[CH3:17])=[N:6][CH:5]=1.[CH:26]([NH2:29])([CH3:28])[CH3:27]. No catalyst specified. The product is [CH:26]([NH:29][C:3](=[O:25])[C:4]1[CH:9]=[CH:8][C:7]([O:10][CH2:11][C:12]2[C:13]([C:18]3[CH:19]=[C:20]([CH3:24])[CH:21]=[CH:22][CH:23]=3)=[N:14][O:15][C:16]=2[CH3:17])=[N:6][CH:5]=1)([CH3:28])[CH3:27]. The yield is 0.740. (4) The reactants are Cl.[CH3:2][O:3][NH:4][CH3:5].C([Li])CCC.CO[C:13]([C:15]1[S:23][C:22]2[CH:21]=[CH:20][N:19]=[CH:18][C:17]=2[CH:16]=1)=[O:14].[NH4+].[Cl-]. The catalyst is C1COCC1.CCOC(C)=O. The product is [CH3:2][O:3][N:4]([CH3:5])[C:13]([C:15]1[S:23][C:22]2[CH:21]=[CH:20][N:19]=[CH:18][C:17]=2[CH:16]=1)=[O:14]. The yield is 0.510. (5) The reactants are [C:1]([O:5][C:6]([N:8]1[C:16]2[C:11](=[CH:12][C:13]([NH2:17])=[CH:14][CH:15]=2)[CH2:10][CH2:9]1)=[O:7])([CH3:4])([CH3:3])[CH3:2].Br[CH2:19][CH2:20][CH2:21][CH2:22][C:23](Cl)=[O:24].C1COCC1.CC(C)([O-])C.[K+]. The catalyst is O. The product is [O:24]=[C:23]1[CH2:22][CH2:21][CH2:20][CH2:19][N:17]1[C:13]1[CH:12]=[C:11]2[C:16](=[CH:15][CH:14]=1)[N:8]([C:6]([O:5][C:1]([CH3:4])([CH3:2])[CH3:3])=[O:7])[CH2:9][CH2:10]2. The yield is 0.500. (6) The catalyst is ClCCl. The yield is 0.880. The reactants are [CH2:1]([C:3]1[C:11]2[C:6](=[CH:7][CH:8]=[C:9]([CH:12]=O)[CH:10]=2)[NH:5][N:4]=1)[CH3:2].[C:14](/[CH:16]=[C:17](\[O-:19])/[CH3:18])#[N:15].[Na+].C(O)(=O)C.N1CCCCC1. The product is [CH2:1]([C:3]1[C:11]2[C:6](=[CH:7][CH:8]=[C:9](/[CH:12]=[C:16](/[C:17](=[O:19])[CH3:18])\[C:14]#[N:15])[CH:10]=2)[NH:5][N:4]=1)[CH3:2]. (7) The reactants are [F:1][C:2]1[CH:7]=[CH:6][C:5]([C@H:8]([NH:10][C:11]([C@H:13]2[CH2:18][CH2:17][C@H:16]([NH:19][S:20]([C:23]3[CH:24]=[N:25][C:26](Cl)=[C:27]([Br:29])[CH:28]=3)(=[O:22])=[O:21])[CH2:15][CH2:14]2)=[O:12])[CH3:9])=[CH:4][CH:3]=1.[CH3:31][OH:32]. The catalyst is C[O-].[Na+]. The product is [F:1][C:2]1[CH:7]=[CH:6][C:5]([C@H:8]([NH:10][C:11]([C@H:13]2[CH2:18][CH2:17][C@H:16]([NH:19][S:20]([C:23]3[CH:24]=[N:25][C:26]([O:32][CH3:31])=[C:27]([Br:29])[CH:28]=3)(=[O:22])=[O:21])[CH2:15][CH2:14]2)=[O:12])[CH3:9])=[CH:4][CH:3]=1. The yield is 0.650. (8) The reactants are COC1C=CC(P2(=S)SP(=S)(C3C=CC(OC)=CC=3)[S:10]2)=CC=1.[C:23]([NH:26][NH:27][C:28]([C:30]1[C:31]([NH:48][CH:49]([CH3:51])[CH3:50])=[N:32][C:33]([C:36]2[CH:41]=[CH:40][CH:39]=[C:38]([C:42]3[CH:43]=[N:44][N:45]([CH3:47])[CH:46]=3)[CH:37]=2)=[N:34][CH:35]=1)=O)(=O)[CH3:24]. The catalyst is C1COCC1.C(OCC)(=O)C. The product is [CH:49]([NH:48][C:31]1[C:30]([C:28]2[S:10][C:23]([CH3:24])=[N:26][N:27]=2)=[CH:35][N:34]=[C:33]([C:36]2[CH:41]=[CH:40][CH:39]=[C:38]([C:42]3[CH:43]=[N:44][N:45]([CH3:47])[CH:46]=3)[CH:37]=2)[N:32]=1)([CH3:51])[CH3:50]. The yield is 0.520. (9) The reactants are F[C:2]1[CH:7]=[CH:6][CH:5]=[CH:4][C:3]=1[N+:8]([O-:10])=[O:9].[CH:11]1([NH2:14])[CH2:13][CH2:12]1.C(N(CC)CC)C.O. The catalyst is C(#N)C.C(OCC)(=O)C. The product is [CH:11]1([NH:14][C:2]2[CH:7]=[CH:6][CH:5]=[CH:4][C:3]=2[N+:8]([O-:10])=[O:9])[CH2:13][CH2:12]1. The yield is 1.03.